From a dataset of Full USPTO retrosynthesis dataset with 1.9M reactions from patents (1976-2016). Predict the reactants needed to synthesize the given product. (1) The reactants are: CC(O[C:6]([N:8](C)[C@@H:9]1[CH2:14][CH2:13][C@H:12]([C:15]([O:17][CH3:18])=[O:16])[CH2:11][CH2:10]1)=O)(C)C.Cl. Given the product [CH3:6][NH:8][C@@H:9]1[CH2:14][CH2:13][C@H:12]([C:15]([O:17][CH3:18])=[O:16])[CH2:11][CH2:10]1, predict the reactants needed to synthesize it. (2) Given the product [NH2:1][C:2]1[N:7]=[C:6]([C:8]#[N:9])[C:5]([C:10]2[CH:15]=[CH:14][C:13]([C:27]3[CH:32]=[CH:31][CH:30]=[CH:29][C:28]=3[S:33]([CH:36]3[CH2:38][CH2:37]3)(=[O:35])=[O:34])=[CH:12][C:11]=2[F:25])=[N:4][CH:3]=1, predict the reactants needed to synthesize it. The reactants are: [NH2:1][C:2]1[N:7]=[C:6]([C:8]#[N:9])[C:5]([C:10]2[CH:15]=[CH:14][C:13](B3OC(C)(C)C(C)(C)O3)=[CH:12][C:11]=2[F:25])=[N:4][CH:3]=1.Br[C:27]1[CH:32]=[CH:31][CH:30]=[CH:29][C:28]=1[S:33]([CH:36]1[CH2:38][CH2:37]1)(=[O:35])=[O:34]. (3) Given the product [CH3:47][O:46][C:41]1[CH:42]=[CH:43][CH:44]=[CH:45][C:40]=1[CH2:39][O:38][CH2:37][CH2:36][CH2:35][O:34][C:31]1[CH:32]=[CH:33][C:28]([C@@H:11]2[C@@H:12]([O:14][CH2:15][C:16]3[CH:25]=[C:24]([O:26][CH3:27])[C:23]4[C:18](=[CH:19][CH:20]=[CH:21][CH:22]=4)[CH:17]=3)[CH2:13][NH:8][CH2:9][C@H:10]2[CH2:48][O:49][CH2:50][C@H:51]([OH:52])[CH2:55][OH:54])=[CH:29][CH:30]=1, predict the reactants needed to synthesize it. The reactants are: C(OC([N:8]1[CH2:13][C@H:12]([O:14][CH2:15][C:16]2[CH:25]=[C:24]([O:26][CH3:27])[C:23]3[C:18](=[CH:19][CH:20]=[CH:21][CH:22]=3)[CH:17]=2)[C@@H:11]([C:28]2[CH:33]=[CH:32][C:31]([O:34][CH2:35][CH2:36][CH2:37][O:38][CH2:39][C:40]3[CH:45]=[CH:44][CH:43]=[CH:42][C:41]=3[O:46][CH3:47])=[CH:30][CH:29]=2)[C@H:10]([CH2:48][O:49][CH2:50][C@H:51]2[CH2:55][O:54]C(C)(C)[O:52]2)[CH2:9]1)=O)(C)(C)C.C(=O)([O-])O.[Na+].[OH-].[Na+]. (4) Given the product [CH3:22][O:21][C:18]1[CH:19]=[CH:20][C:15]([N:14]2[C:10]3[C:9]4[CH:8]=[CH:7][C:6]([C:23]([F:26])([F:25])[F:24])=[CH:5][C:4]=4[N:3]=[C:2]([NH:27][CH2:28][CH2:29][CH2:30][OH:31])[C:11]=3[N:12]=[CH:13]2)=[CH:16][CH:17]=1, predict the reactants needed to synthesize it. The reactants are: Cl[C:2]1[C:11]2[N:12]=[CH:13][N:14]([C:15]3[CH:20]=[CH:19][C:18]([O:21][CH3:22])=[CH:17][CH:16]=3)[C:10]=2[C:9]2[CH:8]=[CH:7][C:6]([C:23]([F:26])([F:25])[F:24])=[CH:5][C:4]=2[N:3]=1.[NH2:27][CH2:28][CH2:29][CH2:30][OH:31].